From a dataset of Forward reaction prediction with 1.9M reactions from USPTO patents (1976-2016). Predict the product of the given reaction. (1) The product is: [F:21][C:18]1[CH:17]=[CH:16][C:15]([N:3]2[C:2]3[N:1]=[CH:22][NH:8][C:7](=[O:25])[C:6]=3[CH:5]=[C:4]2[C:9]2[CH:10]=[CH:11][CH:12]=[CH:13][CH:14]=2)=[CH:20][CH:19]=1. Given the reactants [NH2:1][C:2]1[N:3]([C:15]2[CH:20]=[CH:19][C:18]([F:21])=[CH:17][CH:16]=2)[C:4]([C:9]2[CH:14]=[CH:13][CH:12]=[CH:11][CH:10]=2)=[CH:5][C:6]=1[C:7]#[N:8].[CH:22](O)=O.[OH2:25], predict the reaction product. (2) Given the reactants [C:1]1([CH2:7][CH2:8][CH2:9][CH2:10][CH2:11][OH:12])[CH:6]=[CH:5][CH:4]=[CH:3][CH:2]=1.[CH3:13][S:14](Cl)(=[O:16])=[O:15].C(N(CC)CC)C, predict the reaction product. The product is: [C:1]1([CH2:7][CH2:8][CH2:9][CH2:10][CH2:11][O:12][S:14]([CH3:13])(=[O:16])=[O:15])[CH:6]=[CH:5][CH:4]=[CH:3][CH:2]=1. (3) Given the reactants [Cl:1][C:2]1[N:3]=[CH:4][C:5]2[CH2:6][CH2:7][CH2:8][C:9](=O)[C:10]=2[CH:11]=1.[C:13](=[O:16])([O-])[O-].[NH4+:17].[NH4+:18].[C-]#N.[K+].S(=O)(=O)(O)[O-].[Na+].[CH2:28]([OH:30])C, predict the reaction product. The product is: [Cl:1][C:2]1[N:3]=[CH:4][C:5]2[CH2:6][CH2:7][CH2:8][C:9]3([C:28](=[O:30])[NH:18][C:13](=[O:16])[NH:17]3)[C:10]=2[CH:11]=1. (4) Given the reactants [CH3:1][CH2:2][C:3]1[CH2:22][N:20]2[CH2:21][C@@H:5]([CH2:6][C@:7]([C:56]([O:58][CH3:59])=[O:57])([C:23]3[CH:24]=[C:25]4[C@:33]56[C@@H:37]7[C@:38]([CH2:53][CH3:54])([C@@H:42]([O:49][C:50]([CH3:52])=[O:51])[C@:43]([OH:48])([C:44]([O:46][CH3:47])=[O:45])[C@@H:32]5[N:31]([CH3:55])[C:26]4=[CH:27][C:28]=3[O:29][CH3:30])[CH:39]=[CH:40][CH2:41][N:36]7[CH2:35][CH2:34]6)[C:8]3[NH:16][C:15]4[CH:14]=[CH:13][C:12]([Cl:17])=[CH:11][C:10]=4[C:9]=3[CH2:18][CH2:19]2)[CH:4]=1.Cl.C(C[OH:66])(F)(F)F.[BH4-].[Na+], predict the reaction product. The product is: [CH3:1][CH2:2][C@@:3]1([OH:66])[CH2:22][N:20]2[CH2:21][C@@H:5]([CH2:6][C@:7]([C:56]([O:58][CH3:59])=[O:57])([C:23]3[CH:24]=[C:25]4[C@:33]56[C@@H:37]7[C@:38]([CH2:53][CH3:54])([C@@H:42]([O:49][C:50]([CH3:52])=[O:51])[C@:43]([OH:48])([C:44]([O:46][CH3:47])=[O:45])[C@@H:32]5[N:31]([CH3:55])[C:26]4=[CH:27][C:28]=3[O:29][CH3:30])[CH:39]=[CH:40][CH2:41][N:36]7[CH2:35][CH2:34]6)[C:8]3[NH:16][C:15]4[CH:14]=[CH:13][C:12]([Cl:17])=[CH:11][C:10]=4[C:9]=3[CH2:18][CH2:19]2)[CH2:4]1. (5) The product is: [C:6]([O:9][CH2:10][C:11]1[CH:16]=[CH:15][CH:14]=[C:13](/[CH:17]=[CH:12]/[CH2:11][CH2:10][O:9][CH:6]2[CH2:5][CH2:4][CH2:3][CH2:2][O:8]2)[C:12]=1[Br:19])(=[O:8])[CH3:7]. Given the reactants [Li][CH2:2][CH2:3][CH2:4][CH3:5].[C:6]([O:9][CH2:10][C:11]1[CH:16]=[CH:15][CH:14]=[C:13]([CH:17]=O)[C:12]=1[Br:19])(=[O:8])[CH3:7], predict the reaction product. (6) Given the reactants C[Sn](C)(C)[C:3]1[CH:8]=[CH:7][CH:6]=[CH:5][N:4]=1.CN(C)C=O.Br[C:17]1[N:25]2[C:20]([CH:21]=[N:22][C:23]([S:26][CH3:27])=[N:24]2)=[CH:19][CH:18]=1, predict the reaction product. The product is: [CH3:27][S:26][C:23]1[N:22]=[CH:21][C:20]2=[CH:19][CH:18]=[C:17]([C:3]3[CH:8]=[CH:7][CH:6]=[CH:5][N:4]=3)[N:25]2[N:24]=1. (7) The product is: [CH3:8][C:7]1[C:2]([CH2:1][OH:24])=[N:3][CH:4]=[CH:5][C:6]=1[O:9][CH2:10][CH2:11][C:12]1([CH2:18][CH2:19][CH3:20])[O:17][CH2:16][CH2:15][CH2:14][O:13]1. Given the reactants [CH3:1][C:2]1[C:7]([CH3:8])=[C:6]([O:9][CH2:10][CH2:11][C:12]2([CH2:18][CH2:19][CH3:20])[O:17][CH2:16][CH2:15][CH2:14][O:13]2)[CH:5]=[CH:4][N+:3]=1[O-].C(OC(=O)C)(=[O:24])C, predict the reaction product. (8) Given the reactants [S:1]1[C:5]([CH:6]=[O:7])=[CH:4][N:3]=[CH:2]1.[F-].C([N+](CCCC)(CCCC)CCCC)CCC.[F:26][C:27]([Si](C)(C)C)([F:29])[F:28], predict the reaction product. The product is: [F:26][C:27]([F:29])([F:28])[CH:6]([C:5]1[S:1][CH:2]=[N:3][CH:4]=1)[OH:7]. (9) Given the reactants [CH3:1][C:2]1[N+:7]([O-])=[C:6]2[O:9][CH2:10][CH2:11][O:12][C:5]2=[CH:4][CH:3]=1.[CH3:13][C:14]([O:16]C(C)=O)=[O:15], predict the reaction product. The product is: [C:14]([O:16][CH2:1][C:2]1[N:7]=[C:6]2[O:9][CH2:10][CH2:11][O:12][C:5]2=[CH:4][CH:3]=1)(=[O:15])[CH3:13]. (10) Given the reactants [N+:1]([C:4]1[CH:20]=[C:19]([S:21][C:22]#N)[CH:18]=[CH:17][C:5]=1[NH:6][S:7]([C:10]1[CH:15]=[CH:14][C:13]([CH3:16])=[CH:12][CH:11]=1)(=[O:9])=[O:8])([O-:3])=[O:2].[BH4-].[Na+].CI.O, predict the reaction product. The product is: [N+:1]([C:4]1[CH:20]=[C:19]([S:21][CH3:22])[CH:18]=[CH:17][C:5]=1[NH:6][S:7]([C:10]1[CH:11]=[CH:12][C:13]([CH3:16])=[CH:14][CH:15]=1)(=[O:9])=[O:8])([O-:3])=[O:2].